From a dataset of Full USPTO retrosynthesis dataset with 1.9M reactions from patents (1976-2016). Predict the reactants needed to synthesize the given product. (1) Given the product [OH:25][CH2:24][CH2:23][N:22]([CH2:26][CH2:27][OH:28])[CH2:2][CH2:3][CH2:4][CH2:5][O:6][C:7]1[C:20]2[NH:19][C:18]3[C:13](=[CH:14][CH:15]=[CH:16][CH:17]=3)[C:12](=[O:21])[C:11]=2[CH:10]=[CH:9][CH:8]=1, predict the reactants needed to synthesize it. The reactants are: Br[CH2:2][CH2:3][CH2:4][CH2:5][O:6][C:7]1[C:20]2[NH:19][C:18]3[C:13](=[CH:14][CH:15]=[CH:16][CH:17]=3)[C:12](=[O:21])[C:11]=2[CH:10]=[CH:9][CH:8]=1.[NH:22]([CH2:26][CH2:27][OH:28])[CH2:23][CH2:24][OH:25]. (2) Given the product [CH2:64]([O:63][C:61](=[O:66])[NH:62][CH:30]([C:32]1[CH:37]=[CH:36][C:35]([O:38][CH2:39][CH2:40][CH2:41][CH2:42][CH2:43][CH2:44][CH2:45][CH2:46][CH2:47][CH2:48][CH2:49][CH2:50][CH2:51][CH2:52][CH2:53][CH2:54][CH2:55][CH2:56][CH2:57][CH2:58][CH2:59][CH3:60])=[CH:34][CH:33]=1)[C:27]1[CH:28]=[CH:29][C:24]([O:23][CH2:1][CH2:2][CH2:3][CH2:4][CH2:5][CH2:6][CH2:7][CH2:8][CH2:9][CH2:10][CH2:11][CH2:12][CH2:13][CH2:14][CH2:15][CH2:16][CH2:17][CH2:18][CH2:19][CH2:20][CH2:21][CH3:22])=[CH:25][CH:26]=1)[CH3:65], predict the reactants needed to synthesize it. The reactants are: [CH2:1]([O:23][C:24]1[CH:29]=[CH:28][C:27]([CH:30]([C:32]2[CH:37]=[CH:36][C:35]([O:38][CH2:39][CH2:40][CH2:41][CH2:42][CH2:43][CH2:44][CH2:45][CH2:46][CH2:47][CH2:48][CH2:49][CH2:50][CH2:51][CH2:52][CH2:53][CH2:54][CH2:55][CH2:56][CH2:57][CH2:58][CH2:59][CH3:60])=[CH:34][CH:33]=2)O)=[CH:26][CH:25]=1)[CH2:2][CH2:3][CH2:4][CH2:5][CH2:6][CH2:7][CH2:8][CH2:9][CH2:10][CH2:11][CH2:12][CH2:13][CH2:14][CH2:15][CH2:16][CH2:17][CH2:18][CH2:19][CH2:20][CH2:21][CH3:22].[C:61](=[O:66])([O:63][CH2:64][CH3:65])[NH2:62].CS(O)(=O)=O.C(=O)([O-])[O-].[Na+].[Na+].